The task is: Predict the reactants needed to synthesize the given product.. This data is from Full USPTO retrosynthesis dataset with 1.9M reactions from patents (1976-2016). (1) Given the product [CH3:28][O:29][C:30]1[CH:35]=[CH:34][CH:33]=[CH:32][C:31]=1[C:15]1[CH:27]=[CH:26][CH:25]=[C:17]([O:18][CH2:19][C:20]([OH:22])=[O:21])[CH:16]=1, predict the reactants needed to synthesize it. The reactants are: C1(C)C=CC=CC=1.C(=O)([O-])[O-].[Na+].[Na+].Br[C:15]1[CH:16]=[C:17]([CH:25]=[CH:26][CH:27]=1)[O:18][CH2:19][C:20]([O:22]CC)=[O:21].[CH3:28][O:29][C:30]1[CH:35]=[CH:34][CH:33]=[CH:32][C:31]=1B(O)O. (2) Given the product [OH:1][CH:2]([CH2:6][CH2:7][CH2:8][CH2:9][CH2:10][CH2:11][C:12]1[CH:17]=[CH:16][CH:15]=[CH:14][CH:13]=1)[C:3]([O:20][CH3:18])=[O:4], predict the reactants needed to synthesize it. The reactants are: [OH:1][CH:2]([CH2:6][CH2:7][CH2:8][CH2:9][CH2:10][CH2:11][C:12]1[CH:17]=[CH:16][CH:15]=[CH:14][CH:13]=1)[C:3](=N)[O-:4].[C:18](OCC)(=[O:20])C. (3) Given the product [CH2:1]([O:8][C:9]1[CH:16]=[CH:15][C:14]([C:17]([CH3:20])([CH3:19])[CH3:18])=[CH:13][C:10]=1[CH2:11][Cl:23])[C:2]1[CH:7]=[CH:6][CH:5]=[CH:4][CH:3]=1, predict the reactants needed to synthesize it. The reactants are: [CH2:1]([O:8][C:9]1[CH:16]=[CH:15][C:14]([C:17]([CH3:20])([CH3:19])[CH3:18])=[CH:13][C:10]=1[CH2:11]O)[C:2]1[CH:7]=[CH:6][CH:5]=[CH:4][CH:3]=1.O=S(Cl)[Cl:23]. (4) Given the product [CH2:1]([O:3][C:4]([C@@H:6]1[CH2:10][CH2:9][CH2:8][C@@H:7]1[N:11]([CH2:12][CH2:13][CH:14]1[CH2:15][CH2:16]1)[C:33](=[O:34])[CH2:32][C:27]1[NH:26][C:25]2[CH:36]=[CH:37][C:22]([NH:21][S:18]([CH3:17])(=[O:20])=[O:19])=[CH:23][C:24]=2[S:29](=[O:30])(=[O:31])[N:28]=1)=[O:5])[CH3:2], predict the reactants needed to synthesize it. The reactants are: [CH2:1]([O:3][C:4]([C@@H:6]1[CH2:10][CH2:9][CH2:8][C@@H:7]1[NH:11][CH2:12][CH2:13][CH:14]1[CH2:16][CH2:15]1)=[O:5])[CH3:2].[CH3:17][S:18]([NH:21][C:22]1[CH:37]=[CH:36][C:25]2[NH:26][C:27]([CH2:32][C:33](O)=[O:34])=[N:28][S:29](=[O:31])(=[O:30])[C:24]=2[CH:23]=1)(=[O:20])=[O:19].Cl.CN(C)CCCN=C=NCC.Cl. (5) Given the product [N:11]1([C:2]2[CH:3]=[C:4]([CH:8]=[CH:9][N:10]=2)[C:5]([OH:7])=[O:6])[CH:15]=[CH:14][N:13]=[CH:12]1, predict the reactants needed to synthesize it. The reactants are: Cl[C:2]1[CH:3]=[C:4]([CH:8]=[CH:9][N:10]=1)[C:5]([OH:7])=[O:6].[NH:11]1[CH:15]=[CH:14][N:13]=[CH:12]1.Cl. (6) Given the product [CH:26]1([C:16]2[C:15]([C:9]3[NH:8][C:12]([O:13][CH3:14])=[N:11][N:10]=3)=[CH:24][C:19]([C:20]([O:22][CH3:23])=[O:21])=[C:18]([CH3:25])[CH:17]=2)[CH2:28][CH2:27]1, predict the reactants needed to synthesize it. The reactants are: C([N:8]1[C:12]([O:13][CH3:14])=[N:11][N:10]=[C:9]1[C:15]1[C:16]([CH:26]2[CH2:28][CH2:27]2)=[CH:17][C:18]([CH3:25])=[C:19]([CH:24]=1)[C:20]([O:22][CH3:23])=[O:21])C1C=CC=CC=1.Cl.[H][H]. (7) Given the product [Cl:28][C:23]1[CH:22]=[C:21]([NH:20][C:12]2[C:11]3[C:10]4[CH2:9][CH2:8][N:7]([C:5](=[O:6])/[CH:4]=[CH:3]/[CH2:2][N:30]([CH3:31])[CH3:29])[CH2:19][C:18]=4[S:17][C:16]=3[N:15]=[CH:14][N:13]=2)[CH:26]=[CH:25][C:24]=1[F:27], predict the reactants needed to synthesize it. The reactants are: Br[CH2:2][CH:3]=[CH:4][C:5]([N:7]1[CH2:19][C:18]2[S:17][C:16]3[N:15]=[CH:14][N:13]=[C:12]([NH:20][C:21]4[CH:26]=[CH:25][C:24]([F:27])=[C:23]([Cl:28])[CH:22]=4)[C:11]=3[C:10]=2[CH2:9][CH2:8]1)=[O:6].[CH3:29][NH:30][CH3:31].CO.ClCCl.